Dataset: Peptide-MHC class I binding affinity with 185,985 pairs from IEDB/IMGT. Task: Regression. Given a peptide amino acid sequence and an MHC pseudo amino acid sequence, predict their binding affinity value. This is MHC class I binding data. (1) The peptide sequence is RQDILDLWIY. The MHC is HLA-A26:01 with pseudo-sequence HLA-A26:01. The binding affinity (normalized) is 0. (2) The peptide sequence is WLKHIEKNY. The MHC is HLA-A02:03 with pseudo-sequence HLA-A02:03. The binding affinity (normalized) is 0.0847. (3) The peptide sequence is GMSLLEYGV. The MHC is HLA-A02:11 with pseudo-sequence HLA-A02:11. The binding affinity (normalized) is 1.00. (4) The peptide sequence is DEEEDDEDL. The binding affinity (normalized) is 0.145. The MHC is Mamu-A11 with pseudo-sequence Mamu-A11. (5) The peptide sequence is QDGLICGLR. The MHC is HLA-A24:02 with pseudo-sequence HLA-A24:02. The binding affinity (normalized) is 0.440. (6) The peptide sequence is LASAMRMLW. The MHC is HLA-A24:03 with pseudo-sequence HLA-A24:03. The binding affinity (normalized) is 0.522. (7) The MHC is HLA-B44:02 with pseudo-sequence HLA-B44:02. The binding affinity (normalized) is 0.213. The peptide sequence is EGFDPRALI. (8) The peptide sequence is MSLLDAHIPQL. The MHC is HLA-A01:01 with pseudo-sequence HLA-A01:01. The binding affinity (normalized) is 0.